From a dataset of Reaction yield outcomes from USPTO patents with 853,638 reactions. Predict the reaction yield, written as a fraction of the theoretical maximum amount of product (1.0 means a 100% yield; for example, 0.34 means a 34% yield). (1) The reactants are [CH3:1][O:2][C:3]1[CH:33]=[CH:32][C:6]([CH2:7][N:8]([CH2:23][C:24]2[CH:29]=[CH:28][C:27]([O:30][CH3:31])=[CH:26][CH:25]=2)[C:9]2[C:10]3[CH:18]=[N:17][CH:16]=[C:15]([C:19]([O:21]C)=[O:20])[C:11]=3[N:12]=[CH:13][N:14]=2)=[CH:5][CH:4]=1.O.[OH-].[Li+].C(O)(=O)C. The catalyst is C1COCC1.O. The product is [CH3:1][O:2][C:3]1[CH:4]=[CH:5][C:6]([CH2:7][N:8]([CH2:23][C:24]2[CH:25]=[CH:26][C:27]([O:30][CH3:31])=[CH:28][CH:29]=2)[C:9]2[C:10]3[CH:18]=[N:17][CH:16]=[C:15]([C:19]([OH:21])=[O:20])[C:11]=3[N:12]=[CH:13][N:14]=2)=[CH:32][CH:33]=1. The yield is 0.770. (2) The reactants are [CH3:1][S:2]([O:5][C:6]1[C:14]([O:15][CH3:16])=[CH:13][C:12]([C:17]2[N:18]([C:28]([O:30][C:31]([CH3:34])([CH3:33])[CH3:32])=[O:29])[C:19]3[C:24]([CH:25]=2)=[CH:23][C:22](C=O)=[CH:21][CH:20]=3)=[C:11]2[C:7]=1[CH2:8][NH:9][C:10]2=[O:35])(=[O:4])=[O:3].[CH2:36]([NH:38][CH2:39][CH2:40][OH:41])[CH3:37].[C:42](O)(=O)C.C(O[BH-](OC(=O)C)OC(=O)C)(=O)C.[Na+]. The catalyst is C(#N)C. The product is [CH3:1][S:2]([O:5][C:6]1[C:14]([O:15][CH3:16])=[CH:13][C:12]([C:17]2[N:18]([C:28]([O:30][C:31]([CH3:34])([CH3:32])[CH3:33])=[O:29])[C:19]3[C:24]([CH:25]=2)=[CH:23][C:22]([CH2:42][N:38]([CH2:39][CH2:40][OH:41])[CH2:36][CH3:37])=[CH:21][CH:20]=3)=[C:11]2[C:7]=1[CH2:8][NH:9][C:10]2=[O:35])(=[O:3])=[O:4]. The yield is 0.600. (3) The reactants are [CH2:1]([S:3]([C:6]1[CH:7]=[C:8]([CH:12]([CH:14]2[CH2:19][CH2:18][O:17][CH2:16][CH2:15]2)O)[CH:9]=[CH:10][CH:11]=1)(=[O:5])=[O:4])[CH3:2].C1C=CC(P([N:34]=[N+:35]=[N-:36])(C2C=CC=CC=2)=O)=CC=1.C1CCN2C(=NCCC2)CC1. The catalyst is C1COCC1. The product is [N:34]([CH:12]([C:8]1[CH:9]=[CH:10][CH:11]=[C:6]([S:3]([CH2:1][CH3:2])(=[O:5])=[O:4])[CH:7]=1)[CH:14]1[CH2:19][CH2:18][O:17][CH2:16][CH2:15]1)=[N+:35]=[N-:36]. The yield is 0.890.